This data is from Catalyst prediction with 721,799 reactions and 888 catalyst types from USPTO. The task is: Predict which catalyst facilitates the given reaction. (1) Reactant: [F:1][C:2]1[CH:7]=[C:6]([CH:8]2[CH2:12][CH2:11][O:10][CH2:9]2)[CH:5]=[C:4]([F:13])[C:3]=1[C:14]1[N:19]=[C:18]([C:20]([NH:22][C:23]2[CH:24]=[N:25][CH:26]=[CH:27][C:28]=2[C@@H:29]2[CH2:34][C@H:33]([CH3:35])[CH2:32][C@H:31]([NH:36]C(=O)OC(C)(C)C)[CH2:30]2)=[O:21])[CH:17]=[CH:16][C:15]=1[F:44].C(O)(C(F)(F)F)=O. Product: [NH2:36][C@H:31]1[CH2:32][C@@H:33]([CH3:35])[CH2:34][C@@H:29]([C:28]2[CH:27]=[CH:26][N:25]=[CH:24][C:23]=2[NH:22][C:20](=[O:21])[C:18]2[CH:17]=[CH:16][C:15]([F:44])=[C:14]([C:3]3[C:2]([F:1])=[CH:7][C:6]([C@@H:8]4[CH2:12][CH2:11][O:10][CH2:9]4)=[CH:5][C:4]=3[F:13])[N:19]=2)[CH2:30]1.[NH2:36][C@H:31]1[CH2:32][C@@H:33]([CH3:35])[CH2:34][C@@H:29]([C:28]2[CH:27]=[CH:26][N:25]=[CH:24][C:23]=2[NH:22][C:20](=[O:21])[C:18]2[CH:17]=[CH:16][C:15]([F:44])=[C:14]([C:3]3[C:2]([F:1])=[CH:7][C:6]([C@H:8]4[CH2:12][CH2:11][O:10][CH2:9]4)=[CH:5][C:4]=3[F:13])[N:19]=2)[CH2:30]1. The catalyst class is: 2. (2) The catalyst class is: 132. Reactant: [CH3:1][C:2]1[N:7]=[C:6]([C:8](=[N:10][OH:11])[NH2:9])[CH:5]=[C:4]([C:12]2[CH:17]=[CH:16][CH:15]=[C:14]([F:18])[CH:13]=2)[N:3]=1.[C:19](N1C=CN=C1)(N1C=CN=C1)=[O:20].N12CCCN=C1CCCCC2.Cl. Product: [CH3:1][C:2]1[N:7]=[C:6]([C:8]2[NH:10][O:11][C:19](=[O:20])[N:9]=2)[CH:5]=[C:4]([C:12]2[CH:17]=[CH:16][CH:15]=[C:14]([F:18])[CH:13]=2)[N:3]=1. (3) Reactant: [O:1]1[CH:5]=[CH:4][CH:3]=[C:2]1[C@H:6]([NH:8][S@](C(C)(C)C)=O)[CH3:7].[ClH:15]. Product: [ClH:15].[O:1]1[CH:5]=[CH:4][CH:3]=[C:2]1[C@H:6]([NH2:8])[CH3:7]. The catalyst class is: 5. (4) Reactant: [NH:1]1[C:5]2=[N:6][CH:7]=[C:8]([O:10][C:11]3[CH:39]=[C:38]([N:40]4[CH2:45][CH2:44][N:43]([CH2:46][C:47]5[CH2:52][CH2:51][C:50]([CH3:54])([CH3:53])[CH2:49][C:48]=5[C:55]5[CH:60]=[CH:59][C:58]([Cl:61])=[CH:57][CH:56]=5)[CH2:42][CH2:41]4)[CH:37]=[CH:36][C:12]=3[C:13]([NH:15][S:16]([C:19]3[CH:24]=[CH:23][C:22]([NH:25][CH:26]4[CH2:31][CH2:30][C:29](=O)[CH2:28][CH2:27]4)=[C:21]([N+:33]([O-:35])=[O:34])[CH:20]=3)(=[O:18])=[O:17])=[O:14])[CH:9]=[C:4]2[CH:3]=[CH:2]1.[CH:62]1([NH:65][CH2:66][CH2:67][C:68]#[N:69])[CH2:64][CH2:63]1.C(O)(=O)C.C([BH3-])#N. Product: [Cl:61][C:58]1[CH:59]=[CH:60][C:55]([C:48]2[CH2:49][C:50]([CH3:53])([CH3:54])[CH2:51][CH2:52][C:47]=2[CH2:46][N:43]2[CH2:44][CH2:45][N:40]([C:38]3[CH:37]=[CH:36][C:12]([C:13]([NH:15][S:16]([C:19]4[CH:24]=[CH:23][C:22]([NH:25][CH:26]5[CH2:31][CH2:30][CH:29]([N:65]([CH2:66][CH2:67][C:68]#[N:69])[CH:62]6[CH2:64][CH2:63]6)[CH2:28][CH2:27]5)=[C:21]([N+:33]([O-:35])=[O:34])[CH:20]=4)(=[O:18])=[O:17])=[O:14])=[C:11]([O:10][C:8]4[CH:9]=[C:4]5[CH:3]=[CH:2][NH:1][C:5]5=[N:6][CH:7]=4)[CH:39]=3)[CH2:41][CH2:42]2)=[CH:56][CH:57]=1. The catalyst class is: 7. (5) Reactant: [CH3:1][O:2][C:3]1[CH:12]=[CH:11][CH:10]=[C:9]([C:13]2[N:18]=[CH:17][CH:16]=[CH:15][N:14]=2)[C:4]=1[C:5]([O:7]C)=[O:6].[OH-].[Na+]. Product: [CH3:1][O:2][C:3]1[CH:12]=[CH:11][CH:10]=[C:9]([C:13]2[N:14]=[CH:15][CH:16]=[CH:17][N:18]=2)[C:4]=1[C:5]([OH:7])=[O:6]. The catalyst class is: 1. (6) Reactant: [CH2:1]([O:3][C:4](=[O:26])[CH2:5][C:6]1[CH:7]=[C:8]([C:14]2[CH:19]=[CH:18][C:17]([C:20]([F:23])([F:22])[F:21])=[CH:16][C:15]=2[C:24]#[N:25])[C:9]([O:12][CH3:13])=[CH:10][CH:11]=1)[CH3:2].[BH4-].[Na+].Cl. Product: [CH2:1]([O:3][C:4](=[O:26])[CH2:5][C:6]1[CH:7]=[C:8]([C:14]2[CH:19]=[CH:18][C:17]([C:20]([F:23])([F:21])[F:22])=[CH:16][C:15]=2[CH2:24][NH2:25])[C:9]([O:12][CH3:13])=[CH:10][CH:11]=1)[CH3:2]. The catalyst class is: 92.